The task is: Predict the product of the given reaction.. This data is from Forward reaction prediction with 1.9M reactions from USPTO patents (1976-2016). (1) Given the reactants [C:1]1([NH:7][C:8]2[CH:13]=[C:12]([O:14][CH3:15])[C:11]([O:16][CH3:17])=[C:10]([O:18][CH3:19])[CH:9]=2)[CH:6]=[CH:5][CH:4]=[CH:3][CH:2]=1.[CH2:20]1[N:25]([CH2:26][CH2:27][CH2:28][C:29](O)=[O:30])[CH2:24][CH2:23][N:22]2[CH2:32][CH2:33][CH2:34][CH2:35][CH:21]12, predict the reaction product. The product is: [C:1]1([N:7]([C:8]2[CH:13]=[C:12]([O:14][CH3:15])[C:11]([O:16][CH3:17])=[C:10]([O:18][CH3:19])[CH:9]=2)[C:29](=[O:30])[CH2:28][CH2:27][CH2:26][N:25]2[CH2:24][CH2:23][N:22]3[CH2:32][CH2:33][CH2:34][CH2:35][CH:21]3[CH2:20]2)[CH:2]=[CH:3][CH:4]=[CH:5][CH:6]=1. (2) Given the reactants [Br:1]N1C(=O)CCC1=O.[CH3:9][C:10]1[CH:11]=[C:12]([S:16]([Cl:19])(=[O:18])=[O:17])[CH:13]=[CH:14][CH:15]=1, predict the reaction product. The product is: [Br:1][CH2:9][C:10]1[CH:11]=[C:12]([S:16]([Cl:19])(=[O:18])=[O:17])[CH:13]=[CH:14][CH:15]=1. (3) Given the reactants [Cl:1][C:2]1[C:3]([F:31])=[C:4]([CH:8]2[C:12]([C:15]3[CH:20]=[CH:19][C:18]([Cl:21])=[CH:17][C:16]=3[F:22])([C:13]#[N:14])[CH:11]([CH2:23][C:24]([CH3:27])([CH3:26])[CH3:25])[NH:10][CH:9]2[C:28]([OH:30])=O)[CH:5]=[CH:6][CH:7]=1.CN(C(ON1N=[N:47][C:42]2[CH:43]=C[CH:45]=[N:46][C:41]1=2)=[N+](C)C)C.F[P-](F)(F)(F)(F)F.CC[N:58](C(C)C)C(C)C, predict the reaction product. The product is: [NH:46]1[CH:41]=[C:42]([CH2:43][NH:58][C:28]([CH:9]2[CH:8]([C:4]3[CH:5]=[CH:6][CH:7]=[C:2]([Cl:1])[C:3]=3[F:31])[C:12]([C:15]3[CH:20]=[CH:19][C:18]([Cl:21])=[CH:17][C:16]=3[F:22])([C:13]#[N:14])[CH:11]([CH2:23][C:24]([CH3:27])([CH3:26])[CH3:25])[NH:10]2)=[O:30])[N:47]=[CH:45]1. (4) Given the reactants [CH2:1]([O:3][C:4]([C:6]1[CH:7]=[C:8]2[C:13](=[CH:14][CH:15]=1)[NH:12][CH:11]([C:16]1[CH:17]=[N:18][CH:19]=[C:20](Br)[CH:21]=1)[C:10]([CH3:24])([CH3:23])[CH2:9]2)=[O:5])[CH3:2].[C:25]([C:29]1[CH:34]=[CH:33][C:32](B(O)O)=[CH:31][CH:30]=1)([CH3:28])([CH3:27])[CH3:26].C(=O)([O-])[O-].[Na+].[Na+], predict the reaction product. The product is: [CH2:1]([O:3][C:4]([C:6]1[CH:7]=[C:8]2[C:13](=[CH:14][CH:15]=1)[NH:12][CH:11]([C:16]1[CH:17]=[N:18][CH:19]=[C:20]([C:32]3[CH:33]=[CH:34][C:29]([C:25]([CH3:28])([CH3:27])[CH3:26])=[CH:30][CH:31]=3)[CH:21]=1)[C:10]([CH3:24])([CH3:23])[CH2:9]2)=[O:5])[CH3:2]. (5) Given the reactants C([O:3][C:4](=[O:14])[CH:5]([O:7][C:8]1[CH:9]=[N:10][CH:11]=[CH:12][CH:13]=1)[CH3:6])C.[OH-].[Li+].Cl, predict the reaction product. The product is: [N:10]1[CH:11]=[CH:12][CH:13]=[C:8]([O:7][CH:5]([CH3:6])[C:4]([OH:14])=[O:3])[CH:9]=1.